Dataset: Reaction yield outcomes from USPTO patents with 853,638 reactions. Task: Predict the reaction yield, written as a fraction of the theoretical maximum amount of product (1.0 means a 100% yield; for example, 0.34 means a 34% yield). (1) The reactants are O=C1C2C(=CC=CC=2)C(=O)[N:3]1[CH2:12][CH2:13][CH2:14][CH2:15][C:16]1[CH:21]=[CH:20][C:19]([S:22]([NH:25][C@@H:26]([CH:30]([CH3:32])[CH3:31])[C:27]([NH2:29])=[O:28])(=[O:24])=[O:23])=[CH:18][CH:17]=1.CN. No catalyst specified. The product is [NH2:3][CH2:12][CH2:13][CH2:14][CH2:15][C:16]1[CH:17]=[CH:18][C:19]([S:22]([NH:25][C@@H:26]([CH:30]([CH3:32])[CH3:31])[C:27]([NH2:29])=[O:28])(=[O:24])=[O:23])=[CH:20][CH:21]=1. The yield is 0.540. (2) The reactants are [C:12]([O:11][C:9](O[C:9]([O:11][C:12]([CH3:15])([CH3:14])[CH3:13])=[O:10])=[O:10])([CH3:15])([CH3:14])[CH3:13].[NH:16]1[C:24]2[C:19](=[CH:20][C:21]([CH:25]=[O:26])=[CH:22][CH:23]=2)[CH:18]=[N:17]1.C(N(CC)CC)C. The catalyst is CN(C)C1C=CN=CC=1.C(Cl)Cl. The product is [C:12]([O:11][C:9]([N:16]1[C:24]2[C:19](=[CH:20][C:21]([CH:25]=[O:26])=[CH:22][CH:23]=2)[CH:18]=[N:17]1)=[O:10])([CH3:13])([CH3:14])[CH3:15]. The yield is 0.900.